From a dataset of Peptide-MHC class I binding affinity with 185,985 pairs from IEDB/IMGT. Regression. Given a peptide amino acid sequence and an MHC pseudo amino acid sequence, predict their binding affinity value. This is MHC class I binding data. The peptide sequence is FQPINGQFI. The MHC is H-2-Kb with pseudo-sequence H-2-Kb. The binding affinity (normalized) is 0.0352.